This data is from Catalyst prediction with 721,799 reactions and 888 catalyst types from USPTO. The task is: Predict which catalyst facilitates the given reaction. (1) Reactant: [NH2:1][CH:2]([CH2:8][CH2:9][CH2:10][CH2:11][B:12]1[O:16][C:15]([CH3:18])([CH3:17])[C:14]([CH3:20])([CH3:19])[O:13]1)[C:3]([O:5][CH2:6][CH3:7])=[O:4].[Cl:21][C:22]1[CH:29]=[CH:28][C:25]([CH:26]=O)=[CH:24][CH:23]=1.C(O[BH-](OC(=O)C)OC(=O)C)(=O)C.[Na+]. Product: [Cl:21][C:22]1[CH:29]=[CH:28][C:25]([CH2:26][NH:1][CH:2]([CH2:8][CH2:9][CH2:10][CH2:11][B:12]2[O:16][C:15]([CH3:18])([CH3:17])[C:14]([CH3:19])([CH3:20])[O:13]2)[C:3]([O:5][CH2:6][CH3:7])=[O:4])=[CH:24][CH:23]=1. The catalyst class is: 756. (2) Reactant: [Si:1]([O:8][CH2:9][CH2:10][C:11]#[C:12][C:13]1[CH:22]=[CH:21][C:16]([C:17]([O:19][CH3:20])=[O:18])=[C:15]([O:23][CH3:24])[CH:14]=1)([C:4]([CH3:7])([CH3:6])[CH3:5])([CH3:3])[CH3:2]. Product: [Si:1]([O:8][CH2:9][CH2:10][CH2:11][CH2:12][C:13]1[CH:22]=[CH:21][C:16]([C:17]([O:19][CH3:20])=[O:18])=[C:15]([O:23][CH3:24])[CH:14]=1)([C:4]([CH3:6])([CH3:7])[CH3:5])([CH3:2])[CH3:3]. The catalyst class is: 19. (3) Reactant: [CH2:1]([C:3]1[N:7]([C:8]2[CH:13]=[CH:12][C:11]([F:14])=[CH:10][CH:9]=2)[N:6]=[CH:5][C:4]=1[NH2:15])[CH3:2].[Cl:16][C:17]1[C:18]([C:27]([F:30])([F:29])[F:28])=[N:19][N:20]([CH2:23][C:24](O)=[O:25])[C:21]=1[CH3:22].C(N(C(C)C)CC)(C)C.CN(C(ON1N=NC2C=CC=NC1=2)=[N+](C)C)C.F[P-](F)(F)(F)(F)F. Product: [Cl:16][C:17]1[C:18]([C:27]([F:29])([F:28])[F:30])=[N:19][N:20]([CH2:23][C:24]([NH:15][C:4]2[CH:5]=[N:6][N:7]([C:8]3[CH:13]=[CH:12][C:11]([F:14])=[CH:10][CH:9]=3)[C:3]=2[CH2:1][CH3:2])=[O:25])[C:21]=1[CH3:22]. The catalyst class is: 18. (4) Reactant: [CH2:1]([N:8]([CH2:20][CH2:21][OH:22])[C:9]([CH:11]1[C:14]2[CH:15]=[C:16]([Cl:19])[CH:17]=[CH:18][C:13]=2[CH2:12]1)=[O:10])[C:2]1[CH:7]=[CH:6][CH:5]=[CH:4][CH:3]=1.CC(OI1(OC(C)=O)(OC(C)=O)OC(=O)C2C=CC=CC1=2)=O.C([O-])(O)=O.[Na+]. Product: [CH2:1]([N:8]([CH2:20][CH:21]=[O:22])[C:9]([CH:11]1[C:14]2[CH:15]=[C:16]([Cl:19])[CH:17]=[CH:18][C:13]=2[CH2:12]1)=[O:10])[C:2]1[CH:7]=[CH:6][CH:5]=[CH:4][CH:3]=1. The catalyst class is: 4.